From a dataset of Full USPTO retrosynthesis dataset with 1.9M reactions from patents (1976-2016). Predict the reactants needed to synthesize the given product. (1) The reactants are: [CH2:1]([C@H:6]1[CH2:8][C@H:7]1[CH2:9][C@@H:10]1[CH2:12][C@H:11]1[CH2:13][CH2:14][CH2:15][CH2:16][CH2:17][CH2:18][CH2:19][CH2:20][OH:21])[CH2:2][CH2:3][CH2:4][CH3:5].C([C@@H]1C[C@@H]1C[C@@H]1C[C@H]1CCCCCCCC[OH:42])CCCC. Given the product [CH2:1]([C@@H:6]1[CH2:8][C@@H:7]1[CH2:9][C@@H:10]1[CH2:12][C@H:11]1[CH2:13][CH2:14][CH2:15][CH2:16][CH2:17][CH2:18][CH2:19][C:20]([OH:42])=[O:21])[CH2:2][CH2:3][CH2:4][CH3:5], predict the reactants needed to synthesize it. (2) Given the product [F:13][C:14]1[CH:19]=[CH:18][CH:17]=[C:16]([F:20])[C:15]=1[S:21]([NH:11][C:7]1[CH:6]=[C:5]([CH:10]=[CH:9][CH:8]=1)[C:4]([O:3][CH2:1][CH3:2])=[O:12])(=[O:23])=[O:22], predict the reactants needed to synthesize it. The reactants are: [CH2:1]([O:3][C:4](=[O:12])[C:5]1[CH:10]=[CH:9][CH:8]=[C:7]([NH2:11])[CH:6]=1)[CH3:2].[F:13][C:14]1[CH:19]=[CH:18][CH:17]=[C:16]([F:20])[C:15]=1[S:21](Cl)(=[O:23])=[O:22].N1C=CC=CC=1. (3) Given the product [CH2:1]([CH:3]([C:7]([O:9][CH2:29][C:16]1[CH:15]=[CH:14][CH:13]=[CH:12][CH:11]=1)=[O:8])[C:4]([O:6][CH2:21][C:22]1[CH:27]=[CH:26][CH:25]=[CH:24][CH:23]=1)=[O:5])[CH3:2], predict the reactants needed to synthesize it. The reactants are: [CH2:1]([CH:3]([C:7]([OH:9])=[O:8])[C:4]([OH:6])=[O:5])[CH3:2].N12CCCN=[C:16]1[CH2:15][CH2:14][CH2:13][CH2:12][CH2:11]2.[CH2:21](Br)[C:22]1[CH:27]=[CH:26][CH:25]=[CH:24][CH:23]=1.[CH:29]1C=CC=CC=1. (4) Given the product [CH:2]1([O:5][N:6]2[C:11]([CH3:13])([CH3:12])[CH2:10][CH:9]([O:14][C:15](=[O:22])[C:16]3[CH:21]=[CH:20][CH:19]=[CH:18][CH:17]=3)[CH2:8][C:7]2([CH3:24])[CH3:23])[CH2:1][CH2:9][CH2:8][CH2:7][CH2:23]1, predict the reactants needed to synthesize it. The reactants are: [C:1](O)(=O)[CH3:2].[OH:5][N:6]1[C:11]([CH3:13])([CH3:12])[CH2:10][CH:9]([O:14][C:15](=[O:22])[C:16]2[CH:21]=[CH:20][CH:19]=[CH:18][CH:17]=2)[CH2:8][C:7]1([CH3:24])[CH3:23].CO.OO.O. (5) Given the product [Cl:1][C:2]1[CH:9]=[C:8]([N:10]([C@H:11]2[CH2:15][CH2:14][N:13]([CH2:31][C:26]3[NH:27][C:28]([CH3:30])=[CH:29][C:25]=3[CH3:24])[CH2:12]2)[CH2:16][C:17]2[CH:22]=[CH:21][CH:20]=[CH:19][C:18]=2[CH3:23])[CH:7]=[CH:6][C:3]=1[C:4]#[N:5], predict the reactants needed to synthesize it. The reactants are: [Cl:1][C:2]1[CH:9]=[C:8]([N:10]([CH2:16][C:17]2[CH:22]=[CH:21][CH:20]=[CH:19][C:18]=2[CH3:23])[C@H:11]2[CH2:15][CH2:14][NH:13][CH2:12]2)[CH:7]=[CH:6][C:3]=1[C:4]#[N:5].[CH3:24][C:25]1[CH:29]=[C:28]([CH3:30])[NH:27][C:26]=1[CH:31]=O. (6) Given the product [F:22][C:14]1[CH:13]=[C:12]([NH:11][S:8]([C:5]2[CH:4]=[CH:3][C:2]([C:27]3[CH:28]=[N:23][CH:24]=[N:25][CH:26]=3)=[CH:7][N:6]=2)(=[O:10])=[O:9])[CH:21]=[CH:20][C:15]=1[C:16]([O:18][CH3:19])=[O:17], predict the reactants needed to synthesize it. The reactants are: Br[C:2]1[CH:3]=[CH:4][C:5]([S:8]([NH:11][C:12]2[CH:21]=[CH:20][C:15]([C:16]([O:18][CH3:19])=[O:17])=[C:14]([F:22])[CH:13]=2)(=[O:10])=[O:9])=[N:6][CH:7]=1.[N:23]1[CH:28]=[C:27](B(O)O)[CH:26]=[N:25][CH:24]=1.C(=O)([O-])[O-].[Na+].[Na+].C(OCC)(=O)C.